From a dataset of Full USPTO retrosynthesis dataset with 1.9M reactions from patents (1976-2016). Predict the reactants needed to synthesize the given product. Given the product [CH2:7]([C:17]1[CH:18]=[C:19]2[C:24](=[CH:25][CH:26]=1)[CH:23]=[C:22]([O:27][CH3:28])[C:21]([S:30][CH3:29])=[CH:20]2)[CH2:8][CH2:9][CH2:10][CH2:11][CH2:12][CH2:13][CH2:14][CH2:15][CH3:16], predict the reactants needed to synthesize it. The reactants are: CCCCCC.[CH2:7]([C:17]1[CH:18]=[C:19]2[C:24](=[CH:25][CH:26]=1)[CH:23]=[C:22]([O:27][CH3:28])[CH:21]=[CH:20]2)[CH2:8][CH2:9][CH2:10][CH2:11][CH2:12][CH2:13][CH2:14][CH2:15][CH3:16].[CH3:29][S:30]SC.[Cl-].[NH4+].